From a dataset of Full USPTO retrosynthesis dataset with 1.9M reactions from patents (1976-2016). Predict the reactants needed to synthesize the given product. Given the product [NH2:27][C@@H:23]1[C:22]2[CH:35]=[C:18]([CH:19]=[CH:20][N:21]=2)[C:17]2[CH:16]=[CH:15][N:14]=[CH:13][C:12]=2[NH:11][C:10](=[O:36])[CH:9]([CH3:8])[CH2:26][CH2:25][CH2:24]1, predict the reactants needed to synthesize it. The reactants are: C(O)(C(F)(F)F)=O.[CH3:8][CH:9]1[CH2:26][CH2:25][CH2:24][C@H:23]([NH:27]C(=O)OC(C)(C)C)[C:22]2[CH:35]=[C:18]([CH:19]=[CH:20][N:21]=2)[C:17]2[CH:16]=[CH:15][N:14]=[CH:13][C:12]=2[NH:11][C:10]1=[O:36].